This data is from Peptide-MHC class I binding affinity with 185,985 pairs from IEDB/IMGT. The task is: Regression. Given a peptide amino acid sequence and an MHC pseudo amino acid sequence, predict their binding affinity value. This is MHC class I binding data. (1) The peptide sequence is GLYSSTVPV. The MHC is HLA-B53:01 with pseudo-sequence HLA-B53:01. The binding affinity (normalized) is 0.343. (2) The peptide sequence is RYFKYWDQTY. The MHC is HLA-A01:01 with pseudo-sequence HLA-A01:01. The binding affinity (normalized) is 0. (3) The peptide sequence is EQRLIDICV. The MHC is HLA-A03:01 with pseudo-sequence HLA-A03:01. The binding affinity (normalized) is 0.0847. (4) The peptide sequence is FATCGLFAL. The MHC is HLA-B53:01 with pseudo-sequence HLA-B53:01. The binding affinity (normalized) is 0.162. (5) The MHC is HLA-A24:02 with pseudo-sequence HLA-A24:02. The binding affinity (normalized) is 0. The peptide sequence is CLGGLLTMV. (6) The peptide sequence is RVFGFRTAK. The MHC is HLA-B08:02 with pseudo-sequence HLA-B08:02. The binding affinity (normalized) is 0.0847. (7) The peptide sequence is KGPDIYKGVYQ. The MHC is H-2-Db with pseudo-sequence H-2-Db. The binding affinity (normalized) is 0. (8) The peptide sequence is LALYSPPLI. The MHC is HLA-A02:03 with pseudo-sequence HLA-A02:03. The binding affinity (normalized) is 0.231. (9) The peptide sequence is FYPINDDFY. The MHC is HLA-A02:03 with pseudo-sequence HLA-A02:03. The binding affinity (normalized) is 0.0847.